From a dataset of Forward reaction prediction with 1.9M reactions from USPTO patents (1976-2016). Predict the product of the given reaction. (1) Given the reactants [O:1]1C2(CCCCC2)[O:4][CH2:3][C@@H:2]1[C:11]1[N:15]=[C:14]([N:16]2[CH2:21][CH2:20][CH:19]([N:22]3[CH2:26][CH2:25][C@H:24]([NH:27][C:28]4[CH:33]=[CH:32][C:31]([S:34]([CH3:37])(=[O:36])=[O:35])=[CH:30][C:29]=4[F:38])[C:23]3=[O:39])[CH2:18][CH2:17]2)[S:13][N:12]=1.O.Cl, predict the reaction product. The product is: [OH:1][C@@H:2]([C:11]1[N:15]=[C:14]([N:16]2[CH2:21][CH2:20][CH:19]([N:22]3[CH2:26][CH2:25][C@H:24]([NH:27][C:28]4[CH:33]=[CH:32][C:31]([S:34]([CH3:37])(=[O:36])=[O:35])=[CH:30][C:29]=4[F:38])[C:23]3=[O:39])[CH2:18][CH2:17]2)[S:13][N:12]=1)[CH2:3][OH:4]. (2) Given the reactants [CH:1]1[C:5]2=[C:6]3[C:10]([CH:11]=[CH:12][C:4]2=[N:3][C:2]=1[C:13]([O:15][CH3:16])=[O:14])=[N:9][CH:8]=[CH:7]3.N1[CH2:22][CH2:21][CH2:20]CC1.C1C2=C3C(=CC=C2NC1)NC([C:35]([O:37]C)=[O:36])=C3.[C:39](O)(C(F)(F)F)=O, predict the reaction product. The product is: [C:21]([O:37][C:35]([N:9]1[C:10]2[C:6](=[C:5]3[C:4](=[CH:12][CH:11]=2)[NH:3][C:2]([C:13]([O:15][CH3:16])=[O:14])=[CH:1]3)[CH2:7][CH2:8]1)=[O:36])([CH3:20])([CH3:22])[CH3:39]. (3) Given the reactants [Cl:1][C:2]1[CH:9]=[CH:8][C:5]([CH:6]=O)=[C:4](F)[CH:3]=1.[N:11]1([C:17](=[O:19])[CH3:18])[CH2:16][CH2:15][NH:14][CH2:13][CH2:12]1.[CH2:20]1[CH:24]2[CH2:25][NH:26][CH2:27][CH:23]2[CH2:22][N:21]1[C:28]([O:30]C(C)(C)C)=[O:29].[CH2:35]1[C:40](=[O:41])[N:39](OC(O[N:39]2[C:40](=[O:41])[CH2:35][CH2:36][C:37]2=[O:38])=O)[C:37](=[O:38])[CH2:36]1, predict the reaction product. The product is: [C:17]([N:11]1[CH2:16][CH2:15][N:14]([C:4]2[CH:3]=[C:2]([Cl:1])[CH:9]=[CH:8][C:5]=2[CH2:6][N:26]2[CH2:27][CH:23]3[CH2:22][N:21]([C:28]([O:30][N:39]4[C:40](=[O:41])[CH2:35][CH2:36][C:37]4=[O:38])=[O:29])[CH2:20][CH:24]3[CH2:25]2)[CH2:13][CH2:12]1)(=[O:19])[CH3:18]. (4) Given the reactants [Br-].[CH3:2][O:3][C:4]1[CH:11]=[CH:10][C:7]([CH2:8][Zn+])=[CH:6][CH:5]=1.FC(F)(F)S(O[C:18]1[CH:23]=[CH:22][C:21]([N:24]([CH3:35])[C:25]2[N:30]=[CH:29][C:28]3[N:31]=[CH:32][N:33]([CH3:34])[C:27]=3[CH:26]=2)=[C:20]([CH3:36])[CH:19]=1)(=O)=O, predict the reaction product. The product is: [CH3:2][O:3][C:4]1[CH:11]=[CH:10][C:7]([CH2:8][C:18]2[CH:23]=[CH:22][C:21]([N:24]([CH3:35])[C:25]3[N:30]=[CH:29][C:28]4[N:31]=[CH:32][N:33]([CH3:34])[C:27]=4[CH:26]=3)=[C:20]([CH3:36])[CH:19]=2)=[CH:6][CH:5]=1. (5) Given the reactants [CH3:1][O:2][C:3](=[O:34])[CH2:4][C:5]1[CH:6]=[C:7]([C:12]2[CH:17]=[CH:16][C:15]([C:18]([F:21])([F:20])[F:19])=[CH:14][C:13]=2[CH2:22][NH:23][C@@H:24]2[C:32]3[C:27](=[CH:28][CH:29]=[CH:30][CH:31]=3)[CH2:26][C@@H:25]2[OH:33])[C:8]([F:11])=[CH:9][CH:10]=1.[C:35](Cl)(Cl)=[O:36], predict the reaction product. The product is: [CH3:1][O:2][C:3](=[O:34])[CH2:4][C:5]1[CH:6]=[C:7]([C:12]2[CH:17]=[CH:16][C:15]([C:18]([F:20])([F:21])[F:19])=[CH:14][C:13]=2[CH2:22][N:23]2[C@@H:24]3[C:32]4[CH:31]=[CH:30][CH:29]=[CH:28][C:27]=4[CH2:26][C@@H:25]3[O:33][C:35]2=[O:36])[C:8]([F:11])=[CH:9][CH:10]=1. (6) Given the reactants C([NH:5][S:6]([C:9]1[C:10]([CH:38]([F:40])[F:39])=[N:11][CH:12]=[C:13]([C:15]2[N:20]=[C:19]([NH:21][CH2:22][C:23]3[CH:28]=[CH:27][CH:26]=[CH:25][N:24]=3)[C:18]3=[C:29]([C:32]4[CH:37]=[CH:36][CH:35]=[CH:34][CH:33]=4)[CH:30]=[CH:31][N:17]3[N:16]=2)[CH:14]=1)(=[O:8])=[O:7])(C)(C)C.C(O)(C(F)(F)F)=O, predict the reaction product. The product is: [F:40][CH:38]([F:39])[C:10]1[C:9]([S:6]([NH2:5])(=[O:7])=[O:8])=[CH:14][C:13]([C:15]2[N:20]=[C:19]([NH:21][CH2:22][C:23]3[CH:28]=[CH:27][CH:26]=[CH:25][N:24]=3)[C:18]3=[C:29]([C:32]4[CH:33]=[CH:34][CH:35]=[CH:36][CH:37]=4)[CH:30]=[CH:31][N:17]3[N:16]=2)=[CH:12][N:11]=1.